From a dataset of Catalyst prediction with 721,799 reactions and 888 catalyst types from USPTO. Predict which catalyst facilitates the given reaction. (1) Reactant: [OH:1][C:2]1[CH:3]=[C:4]([C:10]2[CH:15]=[CH:14][CH:13]=[C:12]([CH:16]=[O:17])[CH:11]=2)[CH:5]=[C:6]([O:8][CH3:9])[CH:7]=1.C(N(CC)CC)C.[C:25]([Si:29](Cl)([C:36]1[CH:41]=[CH:40][CH:39]=[CH:38][CH:37]=1)[C:30]1[CH:35]=[CH:34][CH:33]=[CH:32][CH:31]=1)([CH3:28])([CH3:27])[CH3:26]. Product: [Si:29]([O:1][C:2]1[CH:3]=[C:4]([C:10]2[CH:15]=[CH:14][CH:13]=[C:12]([CH:16]=[O:17])[CH:11]=2)[CH:5]=[C:6]([O:8][CH3:9])[CH:7]=1)([C:25]([CH3:28])([CH3:27])[CH3:26])([C:36]1[CH:37]=[CH:38][CH:39]=[CH:40][CH:41]=1)[C:30]1[CH:35]=[CH:34][CH:33]=[CH:32][CH:31]=1. The catalyst class is: 119. (2) Reactant: N1C(N[C:7]([C:9]2[CH:43]=[CH:42][C:12]([CH2:13][N:14]3[C:18]([C:19]([NH:21][C:22]4[CH:27]=[CH:26][C:25]([O:28][C:29]([F:32])([F:31])[F:30])=[CH:24][CH:23]=4)=[O:20])=[CH:17][C:16]([C:33]4[CH:38]=[C:37]([F:39])[C:36]([F:40])=[C:35]([F:41])[CH:34]=4)=[N:15]3)=[CH:11][CH:10]=2)=[O:8])=NN=N1.[OH-:44].[Na+]. Product: [F:31][C:29]([F:32])([F:30])[O:28][C:25]1[CH:26]=[CH:27][C:22]([NH:21][C:19]([C:18]2[N:14]([CH2:13][C:12]3[CH:42]=[CH:43][C:9]([C:7]([OH:44])=[O:8])=[CH:10][CH:11]=3)[N:15]=[C:16]([C:33]3[CH:38]=[C:37]([F:39])[C:36]([F:40])=[C:35]([F:41])[CH:34]=3)[CH:17]=2)=[O:20])=[CH:23][CH:24]=1. The catalyst class is: 36. (3) The catalyst class is: 3. Product: [CH3:1][O:2][C:3]1[CH:4]=[C:5]([CH:9]=[C:10]([NH:12][C:13]2[N:18]=[C:17]([O:19][C:20]3[C:29]4[C:24](=[CH:25][CH:26]=[CH:27][CH:28]=4)[C:23]([NH:30][C:31]([NH:33][C:34]4[N:38]([C:39]5[CH:40]=[CH:41][C:42]([CH3:45])=[CH:43][CH:44]=5)[N:37]=[C:36]([Si:46]([CH3:48])([CH3:47])[CH3:49])[CH:35]=4)=[O:32])=[CH:22][CH:21]=3)[CH:16]=[CH:15][N:14]=2)[CH:11]=1)[C:6]([NH:74][CH2:75][C@H:76]([OH:85])[C@@H:77]([OH:84])[C@H:78]([OH:83])[C@H:79]([OH:82])[CH2:80][OH:81])=[O:8]. Reactant: [CH3:1][O:2][C:3]1[CH:4]=[C:5]([CH:9]=[C:10]([NH:12][C:13]2[N:18]=[C:17]([O:19][C:20]3[C:29]4[C:24](=[CH:25][CH:26]=[CH:27][CH:28]=4)[C:23]([NH:30][C:31]([NH:33][C:34]4[N:38]([C:39]5[CH:44]=[CH:43][C:42]([CH3:45])=[CH:41][CH:40]=5)[N:37]=[C:36]([Si:46]([CH3:49])([CH3:48])[CH3:47])[CH:35]=4)=[O:32])=[CH:22][CH:21]=3)[CH:16]=[CH:15][N:14]=2)[CH:11]=1)[C:6]([OH:8])=O.CN(C(ON1N=NC2C=CC=NC1=2)=[N+](C)C)C.F[P-](F)(F)(F)(F)F.[NH2:74][CH2:75][C@H:76]([OH:85])[C@@H:77]([OH:84])[C@H:78]([OH:83])[C@H:79]([OH:82])[CH2:80][OH:81].C(N(CC)C(C)C)(C)C. (4) Reactant: C[O:2][C:3]1[CH:10]=[CH:9][C:6]([C:7]#[N:8])=[CH:5][CH:4]=1.C[O-].[Na+]. Product: [C:7]([C:6]1[CH:9]=[CH:10][C:3]([OH:2])=[CH:4][CH:5]=1)#[N:8]. The catalyst class is: 6. (5) Product: [F:12][C:13]1[CH:18]=[CH:17][C:16]([F:19])=[CH:15][C:14]=1[C@H:20]1[CH2:24][CH2:23][CH2:22][N:21]1[C:25]1[CH:30]=[CH:29][N:28]2[N:31]=[CH:32][C:33]([C:34]([NH:47][S:44]([C:41]3[CH:40]=[CH:39][C:38]([F:37])=[CH:43][CH:42]=3)(=[O:46])=[O:45])=[O:35])=[C:27]2[CH:26]=1. Reactant: CCN=C=NCCCN(C)C.[F:12][C:13]1[CH:18]=[CH:17][C:16]([F:19])=[CH:15][C:14]=1[C@H:20]1[CH2:24][CH2:23][CH2:22][N:21]1[C:25]1[CH:30]=[CH:29][N:28]2[N:31]=[CH:32][C:33]([C:34](O)=[O:35])=[C:27]2[CH:26]=1.[F:37][C:38]1[CH:43]=[CH:42][C:41]([S:44]([NH2:47])(=[O:46])=[O:45])=[CH:40][CH:39]=1. The catalyst class is: 64. (6) Reactant: [N-:1]=[N+]=[N-].[Na+].Br[CH:6]([CH:12]([CH3:17])[C:13]([F:16])([F:15])[F:14])[C:7]([O:9][CH2:10][CH3:11])=[O:8]. Product: [CH2:10]([O:9][C:7](=[O:8])[CH:6]([NH2:1])[CH:12]([CH3:17])[C:13]([F:16])([F:15])[F:14])[CH3:11]. The catalyst class is: 31. (7) Reactant: [N:1]([C:4]1[CH:5]=[C:6]([B:10]2[O:14][C:13]([CH3:16])([CH3:15])[C:12]([CH3:18])([CH3:17])[O:11]2)[CH:7]=[CH:8][CH:9]=1)=[C:2]=[O:3].[F:19][C:20]([F:25])([CH2:23][NH2:24])[CH2:21][NH2:22].C(N(CC)CC)C. Product: [NH2:22][CH2:21][C:20]([F:25])([F:19])[CH2:23][NH:24][C:2]([NH:1][C:4]1[CH:9]=[CH:8][CH:7]=[C:6]([B:10]2[O:14][C:13]([CH3:16])([CH3:15])[C:12]([CH3:18])([CH3:17])[O:11]2)[CH:5]=1)=[O:3]. The catalyst class is: 1. (8) Reactant: Cl.[O:2]1[C@H:6]2[CH2:7][NH:8][CH2:9][C@H:5]2[O:4][CH2:3]1.C(=O)([O-])[O-].[K+].[K+].Br[CH2:17][CH2:18][OH:19]. Product: [O:2]1[C@H:6]2[CH2:7][N:8]([CH2:17][CH2:18][OH:19])[CH2:9][C@H:5]2[O:4][CH2:3]1. The catalyst class is: 382.